From a dataset of NCI-60 drug combinations with 297,098 pairs across 59 cell lines. Regression. Given two drug SMILES strings and cell line genomic features, predict the synergy score measuring deviation from expected non-interaction effect. (1) Drug 1: C1CCC(C1)C(CC#N)N2C=C(C=N2)C3=C4C=CNC4=NC=N3. Drug 2: CC1=CC=C(C=C1)C2=CC(=NN2C3=CC=C(C=C3)S(=O)(=O)N)C(F)(F)F. Cell line: MALME-3M. Synergy scores: CSS=-2.42, Synergy_ZIP=1.98, Synergy_Bliss=1.05, Synergy_Loewe=-3.37, Synergy_HSA=-2.31. (2) Drug 1: CC(C1=C(C=CC(=C1Cl)F)Cl)OC2=C(N=CC(=C2)C3=CN(N=C3)C4CCNCC4)N. Drug 2: C1=C(C(=O)NC(=O)N1)F. Cell line: M14. Synergy scores: CSS=30.5, Synergy_ZIP=-3.70, Synergy_Bliss=-4.91, Synergy_Loewe=-7.81, Synergy_HSA=-7.53. (3) Drug 1: CCC(=C(C1=CC=CC=C1)C2=CC=C(C=C2)OCCN(C)C)C3=CC=CC=C3.C(C(=O)O)C(CC(=O)O)(C(=O)O)O. Drug 2: C(=O)(N)NO. Cell line: RPMI-8226. Synergy scores: CSS=-6.54, Synergy_ZIP=9.71, Synergy_Bliss=-0.132, Synergy_Loewe=-5.49, Synergy_HSA=-9.34. (4) Drug 1: CN1CCC(CC1)COC2=C(C=C3C(=C2)N=CN=C3NC4=C(C=C(C=C4)Br)F)OC. Drug 2: C1CCC(C1)C(CC#N)N2C=C(C=N2)C3=C4C=CNC4=NC=N3. Cell line: SK-MEL-5. Synergy scores: CSS=-9.67, Synergy_ZIP=14.9, Synergy_Bliss=12.9, Synergy_Loewe=-5.79, Synergy_HSA=-6.28. (5) Cell line: OVCAR3. Synergy scores: CSS=33.2, Synergy_ZIP=2.04, Synergy_Bliss=2.18, Synergy_Loewe=0.755, Synergy_HSA=0.354. Drug 2: CC1=C(C=C(C=C1)C(=O)NC2=CC(=CC(=C2)C(F)(F)F)N3C=C(N=C3)C)NC4=NC=CC(=N4)C5=CN=CC=C5. Drug 1: CC12CCC3C(C1CCC2=O)CC(=C)C4=CC(=O)C=CC34C. (6) Drug 1: C1=CC(=CC=C1C#N)C(C2=CC=C(C=C2)C#N)N3C=NC=N3. Drug 2: CCC1(CC2CC(C3=C(CCN(C2)C1)C4=CC=CC=C4N3)(C5=C(C=C6C(=C5)C78CCN9C7C(C=CC9)(C(C(C8N6C)(C(=O)OC)O)OC(=O)C)CC)OC)C(=O)OC)O.OS(=O)(=O)O. Cell line: NCIH23. Synergy scores: CSS=-1.59, Synergy_ZIP=-0.232, Synergy_Bliss=-3.89, Synergy_Loewe=-3.14, Synergy_HSA=-4.96. (7) Drug 1: CC1=C(C(CCC1)(C)C)C=CC(=CC=CC(=CC(=O)O)C)C. Drug 2: CCC(=C(C1=CC=CC=C1)C2=CC=C(C=C2)OCCN(C)C)C3=CC=CC=C3.C(C(=O)O)C(CC(=O)O)(C(=O)O)O. Cell line: SK-MEL-5. Synergy scores: CSS=12.7, Synergy_ZIP=-1.72, Synergy_Bliss=3.07, Synergy_Loewe=0.354, Synergy_HSA=1.46.